From a dataset of Catalyst prediction with 721,799 reactions and 888 catalyst types from USPTO. Predict which catalyst facilitates the given reaction. (1) The catalyst class is: 14. Reactant: [Cl:1][C:2]1[CH:3]=[C:4]([NH:8][C:9]2[CH:14]=[CH:13][N:12]3[N:15]=[CH:16][C:17]([CH:18]=O)=[C:11]3[N:10]=2)[CH:5]=[CH:6][CH:7]=1.[CH3:20][C:21]1[CH2:25][C:24](=[O:26])[NH:23][N:22]=1.N1CCCCC1. Product: [Cl:1][C:2]1[CH:3]=[C:4]([NH:8][C:9]2[CH:14]=[CH:13][N:12]3[N:15]=[CH:16][C:17]([CH:18]=[C:25]4[C:24](=[O:26])[NH:23][N:22]=[C:21]4[CH3:20])=[C:11]3[N:10]=2)[CH:5]=[CH:6][CH:7]=1. (2) Product: [NH2:21][C:18]1[S:19][CH:20]=[C:16]([CH2:15][O:1][N:2]2[C:10](=[O:11])[C:9]3[C:4](=[CH:5][CH:6]=[CH:7][CH:8]=3)[C:3]2=[O:12])[N:17]=1. Reactant: [OH:1][N:2]1[C:10](=[O:11])[C:9]2[C:4](=[CH:5][CH:6]=[CH:7][CH:8]=2)[C:3]1=[O:12].Cl.Cl[CH2:15][C:16]1[N:17]=[C:18]([NH2:21])[S:19][CH:20]=1.C(=O)([O-])[O-].[Cs+].[Cs+].[I-].[K+]. The catalyst class is: 47. (3) Reactant: [N-:1]=[N+:2]=[N-:3].[Na+].CC1C=CC(S(O[C@H:16]2[CH2:20][CH2:19][N:18]([C:21]([C:23]3[CH:31]=[C:30]4[C:26]([C:27]([S:45]([CH3:47])=[O:46])=[CH:28][N:29]4[C:32]4[N:37]=[CH:36][C:35]([C:38]5[CH:43]=[CH:42][CH:41]=[CH:40][C:39]=5[F:44])=[CH:34][N:33]=4)=[CH:25][CH:24]=3)=[O:22])[CH2:17]2)(=O)=O)=CC=1. Product: [N:1]([C@@H:20]1[CH2:16][CH2:17][N:18]([C:21]([C:23]2[CH:31]=[C:30]3[C:26]([C:27]([S:45]([CH3:47])=[O:46])=[CH:28][N:29]3[C:32]3[N:37]=[CH:36][C:35]([C:38]4[CH:43]=[CH:42][CH:41]=[CH:40][C:39]=4[F:44])=[CH:34][N:33]=3)=[CH:25][CH:24]=2)=[O:22])[CH2:19]1)=[N+:2]=[N-:3]. The catalyst class is: 3. (4) Reactant: [Cl:1][C:2]1[C:7]([CH:8]([C:10]2[CH:11]=[N:12][N:13]([CH3:22])[C:14]=2[C:15]2[CH:20]=[CH:19][C:18]([CH3:21])=[CH:17][CH:16]=2)[OH:9])=[C:6]([Cl:23])[N:5]=[CH:4][N:3]=1.CC(OI1(OC(C)=O)(OC(C)=O)OC(=O)C2C=CC=CC1=2)=O. Product: [Cl:23][C:6]1[C:7]([C:8]([C:10]2[CH:11]=[N:12][N:13]([CH3:22])[C:14]=2[C:15]2[CH:20]=[CH:19][C:18]([CH3:21])=[CH:17][CH:16]=2)=[O:9])=[C:2]([Cl:1])[N:3]=[CH:4][N:5]=1. The catalyst class is: 22. (5) Reactant: [F:1][C:2]1[C:9]([OH:10])=[C:8]([F:11])[CH:7]=[CH:6][C:3]=1[CH:4]=[O:5].[C:12]1(B(O)O)[CH:17]=[CH:16][CH:15]=[CH:14][CH:13]=1.N1C=CC=CC=1.[N+]1([O-])C=CC=CC=1. Product: [F:1][C:2]1[C:9]([O:10][C:12]2[CH:17]=[CH:16][CH:15]=[CH:14][CH:13]=2)=[C:8]([F:11])[CH:7]=[CH:6][C:3]=1[CH:4]=[O:5]. The catalyst class is: 302.